The task is: Predict the reactants needed to synthesize the given product.. This data is from Full USPTO retrosynthesis dataset with 1.9M reactions from patents (1976-2016). (1) Given the product [Br:8][C:5]1[N:4]=[CH:3][C:2]([NH:1][C:19](=[O:20])[O:21][C:22]([CH3:25])([CH3:24])[CH3:23])=[CH:7][CH:6]=1, predict the reactants needed to synthesize it. The reactants are: [NH2:1][C:2]1[CH:3]=[N:4][C:5]([Br:8])=[CH:6][CH:7]=1.C[Si]([N-][Si](C)(C)C)(C)C.[Na+].[C:19](O[C:19]([O:21][C:22]([CH3:25])([CH3:24])[CH3:23])=[O:20])([O:21][C:22]([CH3:25])([CH3:24])[CH3:23])=[O:20]. (2) Given the product [CH3:10][S:11]([O:8][CH:5]1[CH2:6][CH2:7][C:2]([F:9])([F:1])[CH2:3][CH2:4]1)(=[O:13])=[O:12], predict the reactants needed to synthesize it. The reactants are: [F:1][C:2]1([F:9])[CH2:7][CH2:6][CH:5]([OH:8])[CH2:4][CH2:3]1.[CH3:10][S:11](Cl)(=[O:13])=[O:12]. (3) The reactants are: Cl.[O:2]1[CH2:7][CH2:6][CH:5]([NH:8][NH2:9])[CH2:4][CH2:3]1.[CH3:10][CH:11]([CH3:14])[CH:12]=O.CON(C)[C:18](=O)/[CH:19]=[CH:20]/[N+]([O-])=O.[CH2:26]1[CH:30]2[CH2:31][NH:32][CH2:33][CH:29]2[CH2:28][N:27]1[C:34]([O:36]C(C)(C)C)=[O:35].[CH2:56]1[C:57](=[O:58])[N:52](OC(O[N:52]2[C:57](=[O:58])[CH2:56][CH2:55][C:53]2=[O:54])=O)[C:53](=[O:54])[CH2:55]1. Given the product [O:2]1[CH2:7][CH2:6][CH:5]([N:8]2[C:19]([CH2:20][N:32]3[CH2:33][CH:29]4[CH2:28][N:27]([C:34]([O:36][N:52]5[C:53](=[O:54])[CH2:55][CH2:56][C:57]5=[O:58])=[O:35])[CH2:26][CH:30]4[CH2:31]3)=[CH:18][C:12]([CH:11]([CH3:14])[CH3:10])=[N:9]2)[CH2:4][CH2:3]1, predict the reactants needed to synthesize it. (4) The reactants are: [Br:1][C:2]1[CH:7]=[CH:6][C:5]([N+:8]([O-:10])=[O:9])=[C:4](F)[CH:3]=1.[CH3:12][O-:13].[Na+]. Given the product [Br:1][C:2]1[CH:7]=[CH:6][C:5]([N+:8]([O-:10])=[O:9])=[C:4]([O:13][CH3:12])[CH:3]=1, predict the reactants needed to synthesize it. (5) Given the product [ClH:1].[C:2]1([N:8]([CH2:32][C:33]([OH:35])=[O:34])[C:9]([C:11]2[CH:31]=[CH:30][C:14]3[N:15]([CH3:29])[C:16]([CH2:18][CH2:19][C:20]4[CH:25]=[CH:24][C:23]([C:26](=[NH:27])[NH2:28])=[CH:22][CH:21]=4)=[N:17][C:13]=3[CH:12]=2)=[O:10])[CH:3]=[CH:4][CH:5]=[CH:6][CH:7]=1, predict the reactants needed to synthesize it. The reactants are: [ClH:1].[C:2]1([N:8]([CH2:32][C:33]([O:35]CC)=[O:34])[C:9]([C:11]2[CH:31]=[CH:30][C:14]3[N:15]([CH3:29])[C:16]([CH2:18][CH2:19][C:20]4[CH:25]=[CH:24][C:23]([C:26](=[NH:28])[NH2:27])=[CH:22][CH:21]=4)=[N:17][C:13]=3[CH:12]=2)=[O:10])[CH:7]=[CH:6][CH:5]=[CH:4][CH:3]=1.[OH-].[Na+]. (6) Given the product [Cl:1][C:2]1[C:3]([F:49])=[C:4]([C@@H:9]2[O:14][C:13](=[O:15])[N:12]([C@@H:16]3[C:32]4=[N:33][C:29](=[CH:30][NH:31]4)[C:28]4[C:23](=[CH:24][C:25]([NH:42][C:43](=[O:46])[O:44][CH3:45])=[CH:26][CH:27]=4)[NH:22][C:21](=[O:47])[C@H:20]([CH3:48])[CH2:19][CH2:18][CH2:17]3)[CH2:11][CH2:10]2)[C:5]([F:8])=[CH:6][CH:7]=1, predict the reactants needed to synthesize it. The reactants are: [Cl:1][C:2]1[C:3]([F:49])=[C:4]([CH:9]2[O:14][C:13](=[O:15])[N:12]([C@@H:16]3[C:32]4=[N:33][C:29](=[CH:30][N:31]4COCC[Si](C)(C)C)[C:28]4[C:23](=[CH:24][C:25]([NH:42][C:43](=[O:46])[O:44][CH3:45])=[CH:26][CH:27]=4)[NH:22][C:21](=[O:47])[C@H:20]([CH3:48])[CH2:19][CH2:18][CH2:17]3)[CH2:11][CH2:10]2)[C:5]([F:8])=[CH:6][CH:7]=1.C1N=CN(C(N2C=NC=C2)=O)C=1.[Cl-].[Na+].